Dataset: Reaction yield outcomes from USPTO patents with 853,638 reactions. Task: Predict the reaction yield, written as a fraction of the theoretical maximum amount of product (1.0 means a 100% yield; for example, 0.34 means a 34% yield). (1) The reactants are [Cl:1][C:2]1[CH:3]=[N+:4]([O-:39])[CH:5]=[C:6]([Cl:38])[C:7]=1[CH2:8][C@@H:9]([C:23]1[CH:28]=[CH:27][C:26]([O:29][CH:30]([F:32])[F:31])=[C:25]([O:33][CH2:34][CH:35]2[CH2:37][CH2:36]2)[CH:24]=1)[O:10][C:11]([O:13]C1C=CC([N+]([O-])=O)=CC=1)=[O:12].[CH:40]1([CH2:43][O:44][C:45]2[CH:50]=[C:49]([CH2:51]O)[CH:48]=[CH:47][C:46]=2[N:53]([S:61]([CH3:64])(=[O:63])=[O:62])C(=O)OC(C)(C)C)[CH2:42][CH2:41]1.Cl.O1CCOCC1. The catalyst is C(Cl)Cl.CN(C1C=CN=CC=1)C. The product is [Cl:1][C:2]1[CH:3]=[N+:4]([O-:39])[CH:5]=[C:6]([Cl:38])[C:7]=1[CH2:8][C@@H:9]([C:23]1[CH:28]=[CH:27][C:26]([O:29][CH:30]([F:32])[F:31])=[C:25]([O:33][CH2:34][CH:35]2[CH2:37][CH2:36]2)[CH:24]=1)[O:10][C:11]([O:13][CH2:51][C:49]1[CH:48]=[CH:47][C:46]([NH:53][S:61]([CH3:64])(=[O:63])=[O:62])=[C:45]([O:44][CH2:43][CH:40]2[CH2:42][CH2:41]2)[CH:50]=1)=[O:12]. The yield is 0.397. (2) The product is [N:56]1([C:18](=[O:20])/[CH:17]=[CH:16]/[C@@H:15]([NH:14][C:12]([C@@H:9]2[CH2:10][CH2:11][N:8]2[C:6]([O:5][C:2]([CH3:1])([CH3:3])[CH3:4])=[O:7])=[O:13])[CH2:21][CH3:22])[C:64]2[C:59](=[CH:60][CH:61]=[CH:62][CH:63]=2)[CH2:58][CH2:57]1. The yield is 0.460. The reactants are [CH3:1][C:2]([O:5][C:6]([N:8]1[CH2:11][CH2:10][C@H:9]1[C:12]([NH:14][C@@H:15]([CH2:21][CH3:22])/[CH:16]=[CH:17]/[C:18]([OH:20])=O)=[O:13])=[O:7])([CH3:4])[CH3:3].CN(C(ON1N=NC2C=CC=NC1=2)=[N+](C)C)C.F[P-](F)(F)(F)(F)F.CCN(C(C)C)C(C)C.[NH:56]1[C:64]2[C:59](=[CH:60][CH:61]=[CH:62][CH:63]=2)[CH2:58][CH2:57]1. The catalyst is C(Cl)Cl.CN(C=O)C.